From a dataset of Full USPTO retrosynthesis dataset with 1.9M reactions from patents (1976-2016). Predict the reactants needed to synthesize the given product. (1) The reactants are: [CH2:1]([O:3][C:4](=[O:25])[CH:5]([O:23][CH3:24])[CH:6]([C:8]1[CH:13]=[CH:12][C:11]([O:14][CH2:15][C:16]2[CH:21]=[CH:20][CH:19]=[CH:18][CH:17]=2)=[C:10]([CH3:22])[CH:9]=1)O)[CH3:2].S(Cl)(C)(=O)=O. Given the product [CH2:1]([O:3][C:4](=[O:25])[C:5]([O:23][CH3:24])=[CH:6][C:8]1[CH:13]=[CH:12][C:11]([O:14][CH2:15][C:16]2[CH:17]=[CH:18][CH:19]=[CH:20][CH:21]=2)=[C:10]([CH3:22])[CH:9]=1)[CH3:2], predict the reactants needed to synthesize it. (2) The reactants are: [C:1]([CH:5]1[CH2:10][CH2:9][CH:8]([CH2:11][B-](F)(F)F)[CH2:7][CH2:6]1)([CH3:4])([CH3:3])[CH3:2].[K+].ClCCl.FC(F)(F)S(O[C:26]1[CH:35]=[CH:34][C:33]2[C:28](=[CH:29][CH:30]=[C:31]([C@:36]3([CH3:42])[CH2:40][O:39][C:38](=[O:41])[NH:37]3)[CH:32]=2)[CH:27]=1)(=O)=O.C(=O)([O-])[O-].[Cs+].[Cs+].O1CCOCC1.O. Given the product [C:1]([CH:5]1[CH2:10][CH2:9][CH:8]([CH2:11][C:26]2[CH:27]=[C:28]3[C:33](=[CH:34][CH:35]=2)[CH:32]=[C:31]([C@:36]2([CH3:42])[CH2:40][O:39][C:38](=[O:41])[NH:37]2)[CH:30]=[CH:29]3)[CH2:7][CH2:6]1)([CH3:4])([CH3:3])[CH3:2], predict the reactants needed to synthesize it. (3) Given the product [C:4]([C:3]1[CH:6]=[CH:7][C:8]([CH3:10])=[CH:9][C:2]=1[N:11]1[CH2:16][CH2:15][NH:14][CH2:13][CH2:12]1)#[N:5], predict the reactants needed to synthesize it. The reactants are: Br[C:2]1[CH:9]=[C:8]([CH3:10])[CH:7]=[CH:6][C:3]=1[C:4]#[N:5].[NH:11]1[CH2:16][CH2:15][NH:14][CH2:13][CH2:12]1. (4) Given the product [CH3:38][N:7]([CH3:6])[C@@H:8]1[CH2:12][CH2:11][N:10]([C:13]2[CH:18]=[C:17]([O:19][CH3:20])[C:16]([NH:21][C:22]3[N:27]=[C:26]([C:28]4[CH:29]=[N:30][N:31]5[CH2:36][CH2:35][CH2:34][CH2:33][C:32]=45)[CH:25]=[CH:24][N:23]=3)=[CH:15][C:14]=2[NH:37][C:1](=[O:4])[CH:2]=[CH2:3])[CH2:9]1, predict the reactants needed to synthesize it. The reactants are: [C:1](Cl)(=[O:4])[CH:2]=[CH2:3].[CH3:6][N:7]([CH3:38])[C@@H:8]1[CH2:12][CH2:11][N:10]([C:13]2[CH:18]=[C:17]([O:19][CH3:20])[C:16]([NH:21][C:22]3[N:27]=[C:26]([C:28]4[CH:29]=[N:30][N:31]5[CH2:36][CH2:35][CH2:34][CH2:33][C:32]=45)[CH:25]=[CH:24][N:23]=3)=[CH:15][C:14]=2[NH2:37])[CH2:9]1.CC#N. (5) Given the product [Cl:1][C:2]1[CH:3]=[CH:4][C:5]([CH2:6][NH:7][C:8](=[O:30])[CH2:9][C@@H:10]2[CH2:21][C@@H:20]3[C@H:19]([O:41]3)[CH2:18][CH2:17][C:16](=[O:22])[O:15][C@H:14]([C:23]3[CH:24]=[CH:25][CH:26]=[CH:27][CH:28]=3)[CH2:13][NH:12][C:11]2=[O:29])=[CH:31][CH:32]=1, predict the reactants needed to synthesize it. The reactants are: [Cl:1][C:2]1[CH:32]=[CH:31][C:5]([CH2:6][NH:7][C:8](=[O:30])[CH2:9][C@@H:10]2[CH2:21][CH:20]=[CH:19][CH2:18][CH2:17][C:16](=[O:22])[O:15][C@H:14]([C:23]3[CH:28]=[CH:27][CH:26]=[CH:25][CH:24]=3)[CH2:13][NH:12][C:11]2=[O:29])=[CH:4][CH:3]=1.C1C=C(Cl)C=C(C(OO)=[O:41])C=1. (6) Given the product [CH2:43]([O:42][P:41](/[CH:40]=[CH:1]/[C:3]1[C:4]([O:14][CH2:15][C:16]2[CH:17]=[CH:18][C:19]([O:20][CH2:21][C:22]3[N:23]=[C:24]([C:28]4[CH:29]=[C:30]([CH:35]=[CH:36][CH:37]=4)[C:31]([OH:33])=[O:32])[O:25][C:26]=3[CH3:27])=[CH:38][CH:39]=2)=[N:5][N:6]([C:8]2[CH:9]=[CH:10][CH:11]=[CH:12][CH:13]=2)[CH:7]=1)([O:45][CH2:46][CH3:47])=[O:48])[CH3:44], predict the reactants needed to synthesize it. The reactants are: [CH:1]([C:3]1[C:4]([O:14][CH2:15][C:16]2[CH:39]=[CH:38][C:19]([O:20][CH2:21][C:22]3[N:23]=[C:24]([C:28]4[CH:29]=[C:30]([CH:35]=[CH:36][CH:37]=4)[C:31]([O:33]C)=[O:32])[O:25][C:26]=3[CH3:27])=[CH:18][CH:17]=2)=[N:5][N:6]([C:8]2[CH:13]=[CH:12][CH:11]=[CH:10][CH:9]=2)[CH:7]=1)=O.[CH2:40](P(=O)(OCC)OCC)[P:41](=[O:48])([O:45][CH2:46][CH3:47])[O:42][CH2:43][CH3:44].CN(C)C=O.[H-].[Na+]. (7) Given the product [Br:29][C:30]1[CH:31]=[C:32]([CH2:37][NH:38][C:23](=[O:25])[CH2:22][C:21]([NH:20][CH2:19][C:10]2[C:11]([NH:12][CH:13]3[CH2:14][CH2:15][O:16][CH2:17][CH2:18]3)=[C:6]3[CH:5]=[N:4][N:3]([CH2:1][CH3:2])[C:7]3=[N:8][C:9]=2[CH2:27][CH3:28])=[O:26])[CH:33]=[CH:34][C:35]=1[CH3:36], predict the reactants needed to synthesize it. The reactants are: [CH2:1]([N:3]1[C:7]2=[N:8][C:9]([CH2:27][CH3:28])=[C:10]([CH2:19][NH:20][C:21](=[O:26])[CH2:22][C:23]([OH:25])=O)[C:11]([NH:12][CH:13]3[CH2:18][CH2:17][O:16][CH2:15][CH2:14]3)=[C:6]2[CH:5]=[N:4]1)[CH3:2].[Br:29][C:30]1[CH:31]=[C:32]([CH2:37][NH2:38])[CH:33]=[CH:34][C:35]=1[CH3:36].[Br:29][C:30]1[CH:31]=[C:32]([CH2:37][NH2:38])[CH:33]=[CH:34][C:35]=1[CH3:36].CN(C(ON1N=NC2C=CC=NC1=2)=[N+](C)C)C.F[P-](F)(F)(F)(F)F.C(N(CC)CC)C.